Dataset: Forward reaction prediction with 1.9M reactions from USPTO patents (1976-2016). Task: Predict the product of the given reaction. (1) Given the reactants [C:1]([C:4]1[CH:5]=[CH:6][C:7]([O:13][CH2:14][C:15]2[CH:20]=[CH:19][CH:18]=[CH:17][CH:16]=2)=[C:8]([CH:12]=1)[C:9]([OH:11])=O)(=[O:3])[CH3:2].[F:21][C:22]([F:35])([F:34])[C:23]1[CH:24]=[C:25]([CH:27]=[C:28]([C:30]([F:33])([F:32])[F:31])[CH:29]=1)[NH2:26], predict the reaction product. The product is: [C:1]([C:4]1[CH:5]=[CH:6][C:7]([O:13][CH2:14][C:15]2[CH:20]=[CH:19][CH:18]=[CH:17][CH:16]=2)=[C:8]([CH:12]=1)[C:9]([NH:26][C:25]1[CH:27]=[C:28]([C:30]([F:31])([F:32])[F:33])[CH:29]=[C:23]([C:22]([F:21])([F:34])[F:35])[CH:24]=1)=[O:11])(=[O:3])[CH3:2]. (2) Given the reactants [OH:1][C:2]([CH3:35])([CH3:34])[CH2:3][C@@:4]1([C:28]2[CH:33]=[CH:32][CH:31]=[CH:30][CH:29]=2)[O:9][C:8](=[O:10])[N:7]([C@H:11]([C:13]2[CH:18]=[CH:17][C:16](B3OC(C)(C)C(C)(C)O3)=[CH:15][CH:14]=2)[CH3:12])[CH2:6][CH2:5]1.Br[C:37]1[S:38][CH:39]=[CH:40][N:41]=1, predict the reaction product. The product is: [OH:1][C:2]([CH3:35])([CH3:34])[CH2:3][C@@:4]1([C:28]2[CH:33]=[CH:32][CH:31]=[CH:30][CH:29]=2)[O:9][C:8](=[O:10])[N:7]([C@H:11]([C:13]2[CH:18]=[CH:17][C:16]([C:37]3[S:38][CH:39]=[CH:40][N:41]=3)=[CH:15][CH:14]=2)[CH3:12])[CH2:6][CH2:5]1. (3) Given the reactants [Br:1][C:2]1[CH:3]=[CH:4][C:5]2[S:9](=[O:11])(=[O:10])[NH:8][C:7](=O)[C:6]=2[CH:13]=1, predict the reaction product. The product is: [Br:1][C:2]1[CH:3]=[CH:4][C:5]2[S:9](=[O:10])(=[O:11])[NH:8][CH2:7][C:6]=2[CH:13]=1. (4) The product is: [Br:1][C:2]1[CH:26]=[CH:25][C:5]([C:6]2[S:36][C:10]([CH2:11][CH2:12][CH2:13][CH2:14][CH2:15][NH:16][C:17](=[O:23])[O:18][C:19]([CH3:22])([CH3:21])[CH3:20])=[N:9][N:8]=2)=[CH:4][CH:3]=1. Given the reactants [Br:1][C:2]1[CH:26]=[CH:25][C:5]([C:6]([NH:8][NH:9][C:10](=O)[CH2:11][CH2:12][CH2:13][CH2:14][CH2:15][NH:16][C:17](=[O:23])[O:18][C:19]([CH3:22])([CH3:21])[CH3:20])=O)=[CH:4][CH:3]=1.COC1C=CC(P2(SP(C3C=CC(OC)=CC=3)(=S)S2)=[S:36])=CC=1, predict the reaction product. (5) Given the reactants [Br:1][C:2]1[C:3]([C:9]([OH:11])=[O:10])=[N:4][C:5]([Cl:8])=[CH:6][CH:7]=1.[CH3:12]O, predict the reaction product. The product is: [Br:1][C:2]1[C:3]([C:9]([O:11][CH3:12])=[O:10])=[N:4][C:5]([Cl:8])=[CH:6][CH:7]=1. (6) Given the reactants C[O:2][C:3]1[N:8]=[CH:7][C:6](/[CH:9]=[CH:10]/[C:11]2[C:19]3[C:14](=[CH:15][CH:16]=[CH:17][CH:18]=3)[NH:13][N:12]=2)=[CH:5][CH:4]=1.Br.C(=O)([O-])O.[Na+], predict the reaction product. The product is: [O:2]=[C:3]1[CH:4]=[CH:5][C:6](/[CH:9]=[CH:10]/[C:11]2[C:19]3[C:14](=[CH:15][CH:16]=[CH:17][CH:18]=3)[NH:13][N:12]=2)=[CH:7][NH:8]1. (7) The product is: [N+:7]([C:10]1[C:18]2[NH:17][C:16](=[O:19])[N:15]([CH2:21][C:22]([O:24][C:25]([CH3:28])([CH3:27])[CH3:26])=[O:23])[C:14]=2[CH:13]=[CH:12][CH:11]=1)([O-:9])=[O:8]. Given the reactants C(=O)([O-])[O-].[Cs+].[Cs+].[N+:7]([C:10]1[C:18]2[NH:17][C:16](=[O:19])[NH:15][C:14]=2[CH:13]=[CH:12][CH:11]=1)([O-:9])=[O:8].Br[CH2:21][C:22]([O:24][C:25]([CH3:28])([CH3:27])[CH3:26])=[O:23], predict the reaction product. (8) Given the reactants [NH2:1][C:2]1[CH:11]=[CH:10][C:9]([O:12][C:13]([F:16])([F:15])[F:14])=[CH:8][C:3]=1[C:4]([O:6][CH3:7])=[O:5].ClC(Cl)(O[C:21](=[O:27])OC(Cl)(Cl)Cl)Cl.[Si:29]([O:36][CH2:37][CH2:38][CH2:39][NH2:40])([C:32]([CH3:35])([CH3:34])[CH3:33])([CH3:31])[CH3:30], predict the reaction product. The product is: [Si:29]([O:36][CH2:37][CH2:38][CH2:39][NH:40][C:21](=[O:27])[NH:1][C:2]1[CH:11]=[CH:10][C:9]([O:12][C:13]([F:14])([F:15])[F:16])=[CH:8][C:3]=1[C:4]([O:6][CH3:7])=[O:5])([C:32]([CH3:34])([CH3:35])[CH3:33])([CH3:31])[CH3:30]. (9) Given the reactants CS(C1C=CC(C2C=CC(OC[CH:19]3[CH2:24][CH2:23][N:22]([C:25]#[N:26])[CH2:21][CH2:20]3)=CC=2)=CC=1)(=O)=O.Cl.[NH2:28]O, predict the reaction product. The product is: [N:22]1([C:25](=[NH:26])[NH2:28])[CH2:21][CH2:20][CH2:19][CH2:24][CH2:23]1.